From a dataset of Catalyst prediction with 721,799 reactions and 888 catalyst types from USPTO. Predict which catalyst facilitates the given reaction. (1) Reactant: [C:1]([O:5][C:6]([C:8]1[O:9][C:10]2[CH:17]=[CH:16][C:15]([CH:18]=O)=[C:14]([OH:20])[C:11]=2[C:12]=1[CH3:13])=[O:7])([CH3:4])([CH3:3])[CH3:2].C([BH3-])#N.[Na+]. Product: [C:1]([O:5][C:6]([C:8]1[O:9][C:10]2[CH:17]=[CH:16][C:15]([CH3:18])=[C:14]([OH:20])[C:11]=2[C:12]=1[CH3:13])=[O:7])([CH3:4])([CH3:3])[CH3:2]. The catalyst class is: 1. (2) Reactant: Cl.CN(C)CCCN=C=NCC.[CH:13]1([CH2:16][NH2:17])[CH2:15][CH2:14]1.Cl.[F:19][C:20]1[CH:25]=[CH:24][C:23]([C:26]2([N:29]3[CH2:34][CH2:33][C:32](=[CH:35][C:36](O)=[O:37])[CH2:31][CH2:30]3)[CH2:28][CH2:27]2)=[CH:22][CH:21]=1.C(N(CC)CC)C.O.ON1C2C=CC=CC=2N=N1. Product: [CH:13]1([CH2:16][NH:17][C:36](=[O:37])[CH:35]=[C:32]2[CH2:33][CH2:34][N:29]([C:26]3([C:23]4[CH:24]=[CH:25][C:20]([F:19])=[CH:21][CH:22]=4)[CH2:28][CH2:27]3)[CH2:30][CH2:31]2)[CH2:15][CH2:14]1. The catalyst class is: 2.